Dataset: Catalyst prediction with 721,799 reactions and 888 catalyst types from USPTO. Task: Predict which catalyst facilitates the given reaction. (1) Reactant: [CH3:1][S:2]([C:5]1[CH:10]=[CH:9][C:8]([NH:11][C:12]2[C:17]([N+:18]([O-:20])=[O:19])=[C:16]([O:21][CH:22]3[CH2:27][CH2:26][NH:25][CH2:24][CH2:23]3)[N:15]=[CH:14][N:13]=2)=[CH:7][CH:6]=1)(=[O:4])=[O:3].C(N(CC)CC)C.[Cl:35][C:36]1[N:44]=[CH:43][CH:42]=[CH:41][C:37]=1[C:38](Cl)=[O:39]. Product: [Cl:35][C:36]1[C:37]([C:38]([N:25]2[CH2:26][CH2:27][CH:22]([O:21][C:16]3[C:17]([N+:18]([O-:20])=[O:19])=[C:12]([NH:11][C:8]4[CH:9]=[CH:10][C:5]([S:2]([CH3:1])(=[O:4])=[O:3])=[CH:6][CH:7]=4)[N:13]=[CH:14][N:15]=3)[CH2:23][CH2:24]2)=[O:39])=[CH:41][CH:42]=[CH:43][N:44]=1. The catalyst class is: 3. (2) Reactant: C([O-])([O-])=O.[K+].[K+].C[Si]([C:11]#[C:12][C:13]1[CH:18]=[CH:17][C:16]([CH2:19][C:20]([O:22][CH2:23]C)=[O:21])=[CH:15][CH:14]=1)(C)C.O. Product: [C:12]([C:13]1[CH:18]=[CH:17][C:16]([CH2:19][C:20]([O:22][CH3:23])=[O:21])=[CH:15][CH:14]=1)#[CH:11]. The catalyst class is: 5. (3) Reactant: [NH2:1][C:2]1[CH:7]=[CH:6][C:5]([C:8]2[NH:16][C:15]3[C:14]([NH:17][C:18]4[CH:23]=[CH:22][C:21]([O:24][CH2:25][C:26]5[CH:31]=[CH:30][CH:29]=[C:28]([F:32])[CH:27]=5)=[C:20]([Cl:33])[CH:19]=4)=[N:13][CH:12]=[N:11][C:10]=3[CH:9]=2)=[CH:4][CH:3]=1.[CH3:34][O:35][CH2:36][C:37](O)=[O:38].Cl.C(N=C=NCCCN(C)C)C.O.ON1C2C=CC=CC=2N=N1. Product: [Cl:33][C:20]1[CH:19]=[C:18]([NH:17][C:14]2[C:15]3[NH:16][C:8]([C:5]4[CH:4]=[CH:3][C:2]([NH:1][C:37](=[O:38])[CH2:36][O:35][CH3:34])=[CH:7][CH:6]=4)=[CH:9][C:10]=3[N:11]=[CH:12][N:13]=2)[CH:23]=[CH:22][C:21]=1[O:24][CH2:25][C:26]1[CH:31]=[CH:30][CH:29]=[C:28]([F:32])[CH:27]=1. The catalyst class is: 681. (4) Reactant: [CH3:1][C:2]1([CH3:24])[O:7][CH2:6][CH:5]([NH:8][C:9]2[C:14]([NH:15][CH2:16][C:17](OCC)=[O:18])=[CH:13][CH:12]=[C:11]([O:22][CH3:23])[N:10]=2)[CH2:4][O:3]1.[H-].[Na+].[NH4+].[Cl-]. Product: [CH3:1][C:2]1([CH3:24])[O:7][CH2:6][CH:5]([N:8]2[C:17](=[O:18])[CH2:16][NH:15][C:14]3[CH:13]=[CH:12][C:11]([O:22][CH3:23])=[N:10][C:9]2=3)[CH2:4][O:3]1. The catalyst class is: 49. (5) Reactant: [Cl:1][C:2]1[C:3]([O:29][C:30]2[CH:35]=[CH:34][N:33]=[C:32](Cl)[CH:31]=2)=[CH:4][C:5]([F:28])=[C:6]([NH:8][C:9]([C:11]2[C:12](=[O:27])[N:13]([C:20]3[CH:25]=[CH:24][C:23]([F:26])=[CH:22][CH:21]=3)[CH:14]=[CH:15][C:16]=2[O:17][CH2:18][CH3:19])=[O:10])[CH:7]=1.[C:37]([NH2:41])(=[O:40])[CH2:38][CH3:39].C([O-])([O-])=O.[Cs+].[Cs+].CC1(C)C2C(=C(P(C3C=CC=CC=3)C3C=CC=CC=3)C=CC=2)OC2C(P(C3C=CC=CC=3)C3C=CC=CC=3)=CC=CC1=2. Product: [Cl:1][C:2]1[C:3]([O:29][C:30]2[CH:35]=[CH:34][N:33]=[C:32]([NH:41][C:37](=[O:40])[CH2:38][CH3:39])[CH:31]=2)=[CH:4][C:5]([F:28])=[C:6]([NH:8][C:9]([C:11]2[C:12](=[O:27])[N:13]([C:20]3[CH:25]=[CH:24][C:23]([F:26])=[CH:22][CH:21]=3)[CH:14]=[CH:15][C:16]=2[O:17][CH2:18][CH3:19])=[O:10])[CH:7]=1. The catalyst class is: 102. (6) Reactant: [CH:1]1[C:14]2[NH:13][C:12]3[C:7](=[CH:8][CH:9]=[CH:10][CH:11]=3)[S:6][C:5]=2[CH:4]=[CH:3][CH:2]=1.[Br:15][CH2:16][CH2:17][CH2:18][CH2:19][CH2:20][CH2:21]Br.[OH-].[Na+].O. Product: [Br:15][CH2:16][CH2:17][CH2:18][CH2:19][CH2:20][CH2:21][N:13]1[C:14]2[CH:1]=[CH:2][CH:3]=[CH:4][C:5]=2[S:6][C:7]2[C:12]1=[CH:11][CH:10]=[CH:9][CH:8]=2. The catalyst class is: 695.